This data is from Experimentally validated miRNA-target interactions with 360,000+ pairs, plus equal number of negative samples. The task is: Binary Classification. Given a miRNA mature sequence and a target amino acid sequence, predict their likelihood of interaction. (1) The miRNA is hsa-miR-636 with sequence UGUGCUUGCUCGUCCCGCCCGCA. The protein sequence of the target gene is MEGGLADGEPDRTSLLGDSKDVLGPSTVVANSDESQLLTPGKMSQRQGKEAYPTPTKDLHQPSLSPASPHSQGFERGKEDISQNKDESSLSMSKSKSESKLYNGSEKDSSTSSKLTKKESLKVQKKNYREEKKRATKELLSTITDPSVIVMADWLKIRGTLKSWTKLWCVLKPGVLLIYKTQKNGQWVGTVLLNACEIIERPSKKDGFCFKLFHPLEQSIWAVKGPKGEAVGSITQPLPSSYLIIRATSESDGRCWMDALELALKCSSLLKRTMIREGKEHDLSVSSDSTHVTFYGLLRA.... Result: 1 (interaction). (2) The miRNA is hsa-miR-4701-3p with sequence AUGGGUGAUGGGUGUGGUGU. The protein sequence of the target gene is MSRVRDAGCVAAGIVIGAGAWYCVYKYTRGRDQTKKRMAKPKNRAVAGTGARARAGLRAGFTIDLGSGFSPPTPVRAEAEDRAQDEASALDTVGAEAVAPAASSAEAQSGAGSQAQEADGAGVGPKAESVVGAAMASAIAPPPGVTEALGAAEAPAMAGAPKVAEAPREAETSRAAVPPGTVVPTEAAAPTEVTEGPGVAAPTKVAEAPGVASPTEAAEAPVPATPTGAAAPTGAAESPGTSGSPRTAVVPGTSAAKKATPGAHTGAIPKATSATGAVPKGGGKGVTRSRNGGKGKGKKS.... Result: 0 (no interaction). (3) The miRNA is hsa-miR-3150b-3p with sequence UGAGGAGAUCGUCGAGGUUGG. The protein sequence of the target gene is MAFRRAEGTSMIQALAMTVAEIPVFLYTTFGQSAFSQLRLTPGLRKVLFATALGTVALALAAHQLKRRRRRKKQVGPEMGGEQLGTVPLPILLARKVPSVKKGYSSRRVQSPSSKSNDTLSGISSIEPSKHSGSSHSVASMMAVNSSSPTAACSGLWDARGMEESLTTSDGNAESLYMQGMELFEEALQKWEQALSVGQRGDSGSTPMPRDGLRNPETASEPLSEPESQRKEFAEKLESLLHRAYHLQEEFGSTFPADSMLLDLERTLMLPLTEGSLRLRADDEDSLTSEDSFFSATELF.... Result: 1 (interaction). (4) The miRNA is hsa-miR-3160-5p with sequence GGCUUUCUAGUCUCAGCUCUCC. The protein sequence of the target gene is MAAVPELLQQQEEDRSKLRSVSVDLNVDPSLQIDIPDALSERDKVKFTVHTKTTLPTFQSPEFSVTRQHEDFVWLHDTLIETTDYAGLIIPPAPTKPDFDGPREKMQKLGEGEGSMTKEEFAKMKQELEAEYLAVFKKTVSSHEVFLQRLSSHPVLSKDRNFHVFLEYDQDLSVRRKNTKEMFGGFFKSVVKSADEVLFTGVKEVDDFFEQEKNFLINYYNRIKDSCVKADKMTRSHKNVADDYIHTAACLHSLALEEPTVIKKYLLKVAELFEKLRKVEGRVSSDEDLKLTELLRYYML.... Result: 1 (interaction). (5) The miRNA is hsa-miR-6819-3p with sequence AAGCCUCUGUCCCCACCCCAG. The protein sequence of the target gene is MKSPDEVLREGELEKRSDSLFQLWKKKRGVLTSDRLSLFPASPRARPKELRFHSILKVDCVERTGKYVYFTIVTTDHKEIDFRCAGESCWNAAIALALIDFQNRRALQDFRSRQERTAPAAPAEDAVAAAAAAPSEPSEPSRPSPQPKPRTP. Result: 1 (interaction). (6) The miRNA is cel-miR-1823-3p with sequence UACUGGAAGUGUUUAGGAGUAA. The protein sequence of the target gene is METPTPLPPVPASPTCNPAPRTIQIEFPQHSSSLLESLNRHRLEGKFCDVSLLVQGRELRAHKAVLAAASPYFHDKLLLGDAPRLTLPSVIEADAFEGLLQLIYSGRLRLPLDALPAHLLVASGLQMWQVVDQCSEILRELETSGGGISARGGNSYHALLSTTSSTGGWCIRSSPFQTPVQSSASTESPASTESPVGGEGSELGEVLQIQVEEEEEEEEDDDDEDQGSATLSQTPQPQRVSGVFPRPHGPHPLPMTATPRKLPEGESAPLELPAPPALPPKIFYIKQEPFEPKEEISGSG.... Result: 0 (no interaction).